This data is from Full USPTO retrosynthesis dataset with 1.9M reactions from patents (1976-2016). The task is: Predict the reactants needed to synthesize the given product. (1) Given the product [NH2:25][C:26]1[C:27]([C:36]([NH:39][C@@H:40]([C@H:48]2[CH2:53][CH2:52][CH2:51][C:50](=[O:54])[CH2:49]2)[C:41]([O:43][C:44]([CH3:47])([CH3:46])[CH3:45])=[O:42])=[O:38])=[CH:28][C:29]2[C:34]([CH:35]=1)=[CH:33][CH:32]=[CH:31][CH:30]=2, predict the reactants needed to synthesize it. The reactants are: CN(C(ON1N=NC2C=CC=NC1=2)=[N+](C)C)C.F[P-](F)(F)(F)(F)F.[NH2:25][C:26]1[C:27]([C:36]([OH:38])=O)=[CH:28][C:29]2[C:34]([CH:35]=1)=[CH:33][CH:32]=[CH:31][CH:30]=2.[NH2:39][C@@H:40]([C@H:48]1[CH2:53][CH2:52][CH2:51][C:50](=[O:54])[CH2:49]1)[C:41]([O:43][C:44]([CH3:47])([CH3:46])[CH3:45])=[O:42].C(N(CC)C(C)C)(C)C.C([O-])(O)=O.[Na+]. (2) The reactants are: COC1C=C(C=CC=1)C[N:7]([CH2:18][C:19]1[CH:28]=[CH:27][C:22](C(OC)=O)=C[CH:20]=1)S(C1C=CC(Cl)=CC=1)(=O)=O.[Cl:32][C:33]1[CH:38]=[CH:37][C:36]([S:39]([NH:42][CH2:43][C:44]2[CH:49]=[CH:48][C:47]([C:50]#[N:51])=[CH:46][CH:45]=2)(=[O:41])=[O:40])=[CH:35][CH:34]=1.Cl.N1C=CC=C(CCl)C=1. Given the product [Cl:32][C:33]1[CH:38]=[CH:37][C:36]([S:39]([N:42]([CH2:43][C:44]2[CH:49]=[CH:48][C:47]([C:50]#[N:51])=[CH:46][CH:45]=2)[CH2:20][C:19]2[CH:18]=[N:7][CH:22]=[CH:27][CH:28]=2)(=[O:40])=[O:41])=[CH:35][CH:34]=1, predict the reactants needed to synthesize it. (3) Given the product [C:19]([N:12]1[C:13]2[C:18](=[CH:17][CH:16]=[CH:15][N:14]=2)[C:10]([C:7]2[CH2:8][CH:9]3[N:4]([CH2:3][CH2:2][CH2:1]3)[CH2:5][CH:6]=2)=[CH:11]1)(=[O:26])[C:20]1[CH:25]=[CH:24][CH:23]=[CH:22][CH:21]=1, predict the reactants needed to synthesize it. The reactants are: [CH2:1]1[CH:9]2[N:4]([CH2:5][CH:6]=[C:7]([C:10]3[C:18]4[C:13](=[N:14][CH:15]=[CH:16][CH:17]=4)[NH:12][CH:11]=3)[CH2:8]2)[CH2:3][CH2:2]1.[C:19](Cl)(=[O:26])[C:20]1[CH:25]=[CH:24][CH:23]=[CH:22][CH:21]=1.C[Si]([N-][Si](C)(C)C)(C)C.[Na+]. (4) Given the product [CH3:21][N:22]([CH3:37])[C@H:23]1[CH2:27][CH2:26][N:25]([C:28]2[CH:36]=[CH:35][C:31]([C:32]([NH:1][C:2]3[CH:7]=[C:6]([C:8]4[S:9][CH:10]=[CH:11][CH:12]=4)[CH:5]=[CH:4][C:3]=3[NH:13][C:14](=[O:20])[O:15][C:16]([CH3:17])([CH3:19])[CH3:18])=[O:33])=[CH:30][CH:29]=2)[CH2:24]1, predict the reactants needed to synthesize it. The reactants are: [NH2:1][C:2]1[CH:7]=[C:6]([C:8]2[S:9][CH:10]=[CH:11][CH:12]=2)[CH:5]=[CH:4][C:3]=1[NH:13][C:14](=[O:20])[O:15][C:16]([CH3:19])([CH3:18])[CH3:17].[CH3:21][N:22]([CH3:37])[C@H:23]1[CH2:27][CH2:26][N:25]([C:28]2[CH:36]=[CH:35][C:31]([C:32](O)=[O:33])=[CH:30][CH:29]=2)[CH2:24]1.C(O)(C)C.C(N(CC)CC)C. (5) The reactants are: C([O:3][C:4](=[O:27])[CH2:5][CH:6]1[O:10][B:9]([OH:11])[C:8]2[CH:12]=[C:13]([O:17][C:18]3[CH:23]=[N:22][C:21]([C:24](=[O:26])[NH2:25])=[CH:20][N:19]=3)[CH:14]=[C:15]([CH3:16])[C:7]1=2)C.[Li+].[OH-]. Given the product [C:24]([C:21]1[N:22]=[CH:23][C:18]([O:17][C:13]2[CH:14]=[C:15]([CH3:16])[C:7]3[CH:6]([CH2:5][C:4]([OH:27])=[O:3])[O:10][B:9]([OH:11])[C:8]=3[CH:12]=2)=[N:19][CH:20]=1)(=[O:26])[NH2:25], predict the reactants needed to synthesize it. (6) Given the product [F:35][C:2]([F:1])([F:34])[C:3]1[CH:4]=[C:5]([NH:13][C:14]2[C:23]3[C:18](=[CH:19][CH:20]=[CH:21][CH:22]=3)[C:17]([C:24]3[CH:33]=[CH:32][C:27]([C:28]([OH:30])=[O:29])=[CH:26][CH:25]=3)=[N:16][N:15]=2)[CH:6]=[C:7]([C:9]([F:12])([F:10])[F:11])[CH:8]=1, predict the reactants needed to synthesize it. The reactants are: [F:1][C:2]([F:35])([F:34])[C:3]1[CH:4]=[C:5]([NH:13][C:14]2[C:23]3[C:18](=[CH:19][CH:20]=[CH:21][CH:22]=3)[C:17]([C:24]3[CH:33]=[CH:32][C:27]([C:28]([O:30]C)=[O:29])=[CH:26][CH:25]=3)=[N:16][N:15]=2)[CH:6]=[C:7]([C:9]([F:12])([F:11])[F:10])[CH:8]=1.[OH-].[Na+]. (7) Given the product [C:29]([C:2]1[CH:7]=[CH:6][C:5]([CH:8]2[O:13][CH2:12][CH2:11][N:10]([C:14]([O:16][C:17]([CH3:20])([CH3:19])[CH3:18])=[O:15])[CH2:9]2)=[CH:4][CH:3]=1)(=[O:31])[CH3:30], predict the reactants needed to synthesize it. The reactants are: Br[C:2]1[CH:7]=[CH:6][C:5]([CH:8]2[O:13][CH2:12][CH2:11][N:10]([C:14]([O:16][C:17]([CH3:20])([CH3:19])[CH3:18])=[O:15])[CH2:9]2)=[CH:4][CH:3]=1.C([Li])CCC.CON(C)[C:29](=[O:31])[CH3:30]. (8) Given the product [Br:14][C:11]1[C:9]2[NH:10][C:6]([C:4]([OH:5])=[O:3])=[CH:7][C:8]=2[S:13][CH:12]=1, predict the reactants needed to synthesize it. The reactants are: C([O:3][C:4]([C:6]1[NH:10][C:9]2[C:11]([Br:14])=[CH:12][S:13][C:8]=2[CH:7]=1)=[O:5])C.O[Li].O. (9) Given the product [CH2:62]([NH:69][C:2]1[CH:10]=[C:9]2[C:5]([C:6]([CH3:14])([CH3:13])[C:7](=[O:12])[N:8]2[CH3:11])=[CH:4][C:3]=1[F:15])[C:63]1[CH:68]=[CH:67][CH:66]=[CH:65][CH:64]=1, predict the reactants needed to synthesize it. The reactants are: Br[C:2]1[CH:10]=[C:9]2[C:5]([C:6]([CH3:14])([CH3:13])[C:7](=[O:12])[N:8]2[CH3:11])=[CH:4][C:3]=1[F:15].C1(P(C2C=CC=CC=2)C2C=CC3C(=CC=CC=3)C=2C2C3C(=CC=CC=3)C=CC=2P(C2C=CC=CC=2)C2C=CC=CC=2)C=CC=CC=1.[CH2:62]([NH2:69])[C:63]1[CH:68]=[CH:67][CH:66]=[CH:65][CH:64]=1.C[Si]([N-][Si](C)(C)C)(C)C.[Li+].